This data is from Full USPTO retrosynthesis dataset with 1.9M reactions from patents (1976-2016). The task is: Predict the reactants needed to synthesize the given product. (1) Given the product [CH2:1]([N:3]1[CH:7]=[C:6]([C:8]2[CH:13]=[CH:12][N:11]=[C:10]3[NH:14][CH:15]=[CH:16][C:9]=23)[C:5]([C:17]2[CH:23]=[CH:22][C:20]([NH:21][C:37]([N:31]3[CH2:36][CH2:35][O:34][CH2:33][CH2:32]3)=[O:38])=[CH:19][CH:18]=2)=[N:4]1)[CH3:2], predict the reactants needed to synthesize it. The reactants are: [CH2:1]([N:3]1[CH:7]=[C:6]([C:8]2[CH:13]=[CH:12][N:11]=[C:10]3[NH:14][CH:15]=[CH:16][C:9]=23)[C:5]([C:17]2[CH:23]=[CH:22][C:20]([NH2:21])=[CH:19][CH:18]=2)=[N:4]1)[CH3:2].C(N(CC)CC)C.[N:31]1([C:37](Cl)=[O:38])[CH2:36][CH2:35][O:34][CH2:33][CH2:32]1.O. (2) Given the product [NH2:17][C:7]1[C:8]([NH:10][CH2:11][CH:12]2[O:16][CH2:15][CH2:14][O:13]2)=[N:9][C:4]([Cl:3])=[CH:5][CH:6]=1, predict the reactants needed to synthesize it. The reactants are: [Cl-].[Na+].[Cl:3][C:4]1[N:9]=[C:8]([NH:10][CH2:11][CH:12]2[O:16][CH2:15][CH2:14][O:13]2)[C:7]([N+:17]([O-])=O)=[CH:6][CH:5]=1. (3) Given the product [CH:1]1([CH2:4][O:5][C:6]2[CH:7]=[C:8]([CH:16]([OH:26])[CH2:17][C:18]3[C:19]([Cl:25])=[CH:20][N:21]=[CH:22][C:23]=3[Cl:24])[CH:9]=[CH:10][C:11]=2[O:12][CH:13]([F:14])[F:15])[CH2:3][CH2:2]1, predict the reactants needed to synthesize it. The reactants are: [CH:1]1([CH2:4][O:5][C:6]2[CH:7]=[C:8]([CH:16]([O:26]C(=O)C(C3C=CC4C(=CC=C(OC)C=4)C=3)C)[CH2:17][C:18]3[C:23]([Cl:24])=[CH:22][N:21]=[CH:20][C:19]=3[Cl:25])[CH:9]=[CH:10][C:11]=2[O:12][CH:13]([F:15])[F:14])[CH2:3][CH2:2]1.CC(C)([O-])C.[K+].O. (4) Given the product [Cl:21][C:18]1[CH:19]=[CH:20][C:15]([C:7]2[NH:8][C:9]3[C:14]([C:6]=2[CH:4]([CH3:5])[C:3]([OH:32])=[O:2])=[CH:13][CH:12]=[CH:11][CH:10]=3)=[CH:16][C:17]=1[S:22](=[O:31])(=[O:30])[NH:23][CH:24]1[CH2:25][CH2:26][CH2:27][CH2:28][CH2:29]1, predict the reactants needed to synthesize it. The reactants are: C[O:2][C:3](=[O:32])[CH:4]([C:6]1[C:14]2[C:9](=[CH:10][CH:11]=[CH:12][CH:13]=2)[NH:8][C:7]=1[C:15]1[CH:20]=[CH:19][C:18]([Cl:21])=[C:17]([S:22](=[O:31])(=[O:30])[NH:23][CH:24]2[CH2:29][CH2:28][CH2:27][CH2:26][CH2:25]2)[CH:16]=1)[CH3:5].O.[OH-].[Li+].CCOC(C)=O. (5) Given the product [F:8][C:9]1[CH:10]=[CH:11][CH:12]=[C:13]2[C:17]=1[NH:16][CH:15]=[C:14]2[C:25](=[O:26])[CH:33]([NH:32][C:31]1[CH:42]=[CH:43][CH:44]=[C:29]([O:28][CH3:27])[CH:30]=1)[C:34]1[CH:35]=[N:36][C:37]([O:40][CH3:41])=[CH:38][CH:39]=1, predict the reactants needed to synthesize it. The reactants are: C(N(CC)CC)C.[F:8][C:9]1[CH:10]=[CH:11][CH:12]=[C:13]2[C:17]=1[N:16](C(OC(C)(C)C)=O)[CH:15]=[C:14]2[CH:25]=[O:26].[CH3:27][O:28][C:29]1[CH:30]=[C:31]([CH:42]=[CH:43][CH:44]=1)[N:32]=[CH:33][C:34]1[CH:35]=[N:36][C:37]([O:40][CH3:41])=[CH:38][CH:39]=1. (6) Given the product [O:9]1[CH2:10][CH2:11][O:12][CH:8]1[C:5]1[N:6]=[CH:7][C:2]([NH:18][C:17]2[CH:19]=[CH:20][C:14]([F:13])=[CH:15][CH:16]=2)=[CH:3][CH:4]=1, predict the reactants needed to synthesize it. The reactants are: Br[C:2]1[CH:3]=[CH:4][C:5]([CH:8]2[O:12][CH2:11][CH2:10][O:9]2)=[N:6][CH:7]=1.[F:13][C:14]1[CH:20]=[CH:19][C:17]([NH2:18])=[CH:16][CH:15]=1.CC(C1C=C(C(C)C)C(C2C=CC=CC=2P(C2CCCCC2)C2CCCCC2)=C(C(C)C)C=1)C.CC([O-])(C)C.[Na+]. (7) Given the product [CH:30]1([NH:33][C:6]2[C:5]3[C:10](=[CH:11][C:2]([F:1])=[C:3]([C:23]4[CH:28]=[CH:27][CH:26]=[CH:25][C:24]=4[CH3:29])[CH:4]=3)[N:9]=[C:8]([N:12]3[CH:16]=[C:15]([C:17]([OH:19])=[O:18])[CH:14]=[N:13]3)[N:7]=2)[CH2:32][CH2:31]1, predict the reactants needed to synthesize it. The reactants are: [F:1][C:2]1[CH:11]=[C:10]2[C:5]([C:6](=O)[NH:7][C:8]([N:12]3[CH:16]=[C:15]([C:17]([O:19]CC)=[O:18])[CH:14]=[N:13]3)=[N:9]2)=[CH:4][C:3]=1[C:23]1[CH:28]=[CH:27][CH:26]=[CH:25][C:24]=1[CH3:29].[CH:30]1([NH2:33])[CH2:32][CH2:31]1. (8) Given the product [CH3:1][O:2][C:3]1[N:8]=[C:7]([CH:9]([N:23]2[CH2:29][CH2:28][O:24][CH2:25][CH2:26]2)[CH:10]([C:17]2[CH:18]=[N:19][CH:20]=[CH:21][CH:22]=2)[C:11]2[CH:12]=[N:13][CH:14]=[CH:15][CH:16]=2)[CH:6]=[CH:5][CH:4]=1, predict the reactants needed to synthesize it. The reactants are: [CH3:1][O:2][C:3]1[N:8]=[C:7]([CH:9]([NH2:23])[CH:10]([C:17]2[CH:18]=[N:19][CH:20]=[CH:21][CH:22]=2)[C:11]2[CH:12]=[N:13][CH:14]=[CH:15][CH:16]=2)[CH:6]=[CH:5][CH:4]=1.[O:24]([CH2:28][CH:29]=O)[CH2:25][CH:26]=O.O.[BH3-]C#N.[Na+].Cl.